Dataset: Catalyst prediction with 721,799 reactions and 888 catalyst types from USPTO. Task: Predict which catalyst facilitates the given reaction. (1) Reactant: [C:1]([Cl:4])(Cl)=[O:2].[Cl-].[Cl-].[O:7]=[C:8]1[NH:16][C:11]2=[NH+:12][CH:13]=[CH:14][CH:15]=[C:10]2[N:9]1[CH:17]1[CH2:22][CH2:21][NH2+:20][CH2:19][CH2:18]1.N1C(C)=CC=CC=1C.C(=O)(O)[O-].[Na+]. Product: [O:7]=[C:8]1[NH:16][C:11]2=[N:12][CH:13]=[CH:14][CH:15]=[C:10]2[N:9]1[CH:17]1[CH2:22][CH2:21][N:20]([C:1]([Cl:4])=[O:2])[CH2:19][CH2:18]1. The catalyst class is: 4. (2) Reactant: [OH-].[Na+].[C:3]([O:7][C:8]([N:10]1[CH2:15][CH2:14][C:13]([CH2:17][C:18]([O:20]CC)=[O:19])([OH:16])[CH2:12][CH2:11]1)=[O:9])([CH3:6])([CH3:5])[CH3:4]. Product: [C:3]([O:7][C:8]([N:10]1[CH2:11][CH2:12][C:13]([CH2:17][C:18]([OH:20])=[O:19])([OH:16])[CH2:14][CH2:15]1)=[O:9])([CH3:6])([CH3:4])[CH3:5]. The catalyst class is: 72.